Dataset: Full USPTO retrosynthesis dataset with 1.9M reactions from patents (1976-2016). Task: Predict the reactants needed to synthesize the given product. (1) Given the product [C:20]([C:12]1[CH:11]=[C:10]2[C:15]([CH2:16][C@H:17]([O:18][CH3:19])[C@@H:8]([NH:7][CH2:6][CH2:5][C@H:4]([CH2:27][CH:28]3[CH2:29][CH2:30][CH2:31][CH2:32][CH2:33]3)[C:3]([OH:34])=[O:2])[C:9]2([CH2:23][CH3:24])[CH2:25][CH3:26])=[CH:14][CH:13]=1)(=[O:22])[NH2:21], predict the reactants needed to synthesize it. The reactants are: C[O:2][C:3](=[O:34])[C@@H:4]([CH2:27][CH:28]1[CH2:33][CH2:32][CH2:31][CH2:30][CH2:29]1)[CH2:5][CH2:6][NH:7][C@@H:8]1[C@@H:17]([O:18][CH3:19])[CH2:16][C:15]2[C:10](=[CH:11][C:12]([C:20](=[O:22])[NH2:21])=[CH:13][CH:14]=2)[C:9]1([CH2:25][CH3:26])[CH2:23][CH3:24].[OH-].[Na+]. (2) Given the product [C:1]1([C@H:7]([CH3:11])[C:8]([NH:12][C:13]2[CH:14]=[CH:15][C:16]3[O:20][C:19]([C:21]4[CH:22]=[CH:23][N:24]=[CH:25][CH:26]=4)=[N:18][C:17]=3[CH:27]=2)=[O:10])[CH:2]=[CH:3][CH:4]=[CH:5][CH:6]=1, predict the reactants needed to synthesize it. The reactants are: [C:1]1([C@H:7]([CH3:11])[C:8]([OH:10])=O)[CH:6]=[CH:5][CH:4]=[CH:3][CH:2]=1.[NH2:12][C:13]1[CH:14]=[CH:15][C:16]2[O:20][C:19]([C:21]3[CH:26]=[CH:25][N:24]=[CH:23][CH:22]=3)=[N:18][C:17]=2[CH:27]=1. (3) Given the product [C:20]([NH:24][C:2]1[N:7]=[C:6]([NH:8][C@@H:9]2[CH2:14][CH2:13][C@@H:12]([CH3:15])[C@H:11]([OH:16])[CH2:10]2)[C:5]([C:17]([NH2:19])=[O:18])=[CH:4][N:3]=1)([CH3:23])([CH3:22])[CH3:21], predict the reactants needed to synthesize it. The reactants are: Cl[C:2]1[N:7]=[C:6]([NH:8][C@@H:9]2[CH2:14][CH2:13][C@@H:12]([CH3:15])[C@H:11]([OH:16])[CH2:10]2)[C:5]([C:17]([NH2:19])=[O:18])=[CH:4][N:3]=1.[C:20]([NH2:24])([CH3:23])([CH3:22])[CH3:21]. (4) Given the product [CH3:8][N:6]1[CH:7]=[C:2]([C:41]2[CH:40]=[N:39][N:38]([CH3:37])[CH:42]=2)[C:3]2[O:12][C:11]([C:13]3[CH:14]=[CH:15][C:16]([C:19]4([NH:23][C:24](=[O:30])[O:25][C:26]([CH3:27])([CH3:28])[CH3:29])[CH2:20][CH2:21][CH2:22]4)=[CH:17][CH:18]=3)=[C:10]([C:31]3[CH:32]=[CH:33][CH:34]=[CH:35][CH:36]=3)[C:4]=2[C:5]1=[O:9], predict the reactants needed to synthesize it. The reactants are: Br[C:2]1[C:3]2[O:12][C:11]([C:13]3[CH:18]=[CH:17][C:16]([C:19]4([NH:23][C:24](=[O:30])[O:25][C:26]([CH3:29])([CH3:28])[CH3:27])[CH2:22][CH2:21][CH2:20]4)=[CH:15][CH:14]=3)=[C:10]([C:31]3[CH:36]=[CH:35][CH:34]=[CH:33][CH:32]=3)[C:4]=2[C:5](=[O:9])[N:6]([CH3:8])[CH:7]=1.[CH3:37][N:38]1[CH:42]=[C:41](B2OC(C)(C)C(C)(C)O2)[CH:40]=[N:39]1.P([O-])([O-])([O-])=O.[K+].[K+].[K+]. (5) Given the product [CH:1]1([CH:7]([NH:19][C:20]2[CH:21]=[CH:22][C:23]([C:26]([N:28]([CH3:36])[CH2:29][CH2:30][C:31]([O:33][CH2:34][CH3:35])=[O:32])=[O:27])=[CH:24][CH:25]=2)[C:8]2[O:9][C:10]3[CH:17]=[CH:16][C:15]([O:18][CH2:43][C:40]4[CH:41]=[CH:42][N:37]=[CH:38][CH:39]=4)=[CH:14][C:11]=3[C:12]=2[CH3:13])[CH2:6][CH2:5][CH2:4][CH2:3][CH2:2]1, predict the reactants needed to synthesize it. The reactants are: [CH:1]1([CH:7]([NH:19][C:20]2[CH:25]=[CH:24][C:23]([C:26]([N:28]([CH3:36])[CH2:29][CH2:30][C:31]([O:33][CH2:34][CH3:35])=[O:32])=[O:27])=[CH:22][CH:21]=2)[C:8]2[O:9][C:10]3[CH:17]=[CH:16][C:15]([OH:18])=[CH:14][C:11]=3[C:12]=2[CH3:13])[CH2:6][CH2:5][CH2:4][CH2:3][CH2:2]1.[N:37]1[CH:42]=[CH:41][C:40]([CH2:43]O)=[CH:39][CH:38]=1.C(P(CCCC)CCCC)CCC.N(C(N1CCCCC1)=O)=NC(N1CCCCC1)=O. (6) Given the product [CH3:1][O:2][C:3]1[CH:8]=[CH:7][C:6]([C:9](=[C:22]2[CH2:23][C:24]([CH3:27])([CH3:26])[CH2:25][C:20]([CH3:29])([CH3:19])[CH2:21]2)[C:11]2[CH:18]=[CH:17][C:14]([C:15]#[N:16])=[CH:13][CH:12]=2)=[CH:5][CH:4]=1, predict the reactants needed to synthesize it. The reactants are: [CH3:1][O:2][C:3]1[CH:8]=[CH:7][C:6]([C:9]([C:11]2[CH:18]=[CH:17][C:14]([C:15]#[N:16])=[CH:13][CH:12]=2)=O)=[CH:5][CH:4]=1.[CH3:19][C:20]1([CH3:29])[CH2:25][C:24]([CH3:27])([CH3:26])[CH2:23][C:22](=O)[CH2:21]1. (7) The reactants are: C[C:2](C)([O-:4])C.[K+].[Br:7][C:8]1[CH:13]=[CH:12][C:11]([Br:14])=[CH:10][C:9]=1F.CO. Given the product [Br:7][C:8]1[CH:13]=[CH:12][C:11]([Br:14])=[CH:10][C:9]=1[O:4][CH3:2], predict the reactants needed to synthesize it. (8) Given the product [Cl:1][C:2]1[N:7]=[C:6]([N:12]([CH2:10][CH3:11])[CH3:13])[C:5]([CH3:9])=[CH:4][N:3]=1, predict the reactants needed to synthesize it. The reactants are: [Cl:1][C:2]1[N:7]=[C:6](Cl)[C:5]([CH3:9])=[CH:4][N:3]=1.[CH2:10]([NH:12][CH3:13])[CH3:11]. (9) Given the product [CH3:53][N:54]([CH3:60])[CH2:55][CH2:56][N:57]([CH2:58][CH3:59])[C:48](=[O:47])[O:20][CH:19]([CH2:1][CH2:2][CH2:3][CH2:4][CH2:5][CH2:6][CH2:7][CH2:8][CH2:9]/[CH:10]=[CH:11]\[CH2:12]/[CH:13]=[CH:14]\[CH2:15][CH2:16][CH2:17][CH2:18][CH3:40])[CH2:21][CH2:22][CH2:23][CH2:24][CH2:25][CH2:26][CH2:27]/[CH:28]=[CH:29]\[CH2:30]/[CH:31]=[CH:32]\[CH2:33][CH2:34][CH2:35][CH2:36][CH3:37], predict the reactants needed to synthesize it. The reactants are: [CH2:1]([CH:19]([CH2:21][CH2:22][CH2:23][CH2:24][CH2:25][CH2:26][CH2:27][CH2:28]/[CH:29]=[CH:30]\[CH2:31]/[CH:32]=[CH:33]\[CH2:34][CH2:35][CH2:36][CH2:37]C)[OH:20])[CH2:2][CH2:3][CH2:4][CH2:5][CH2:6][CH2:7][CH2:8]/[CH:9]=[CH:10]\[CH2:11]/[CH:12]=[CH:13]\[CH2:14][CH2:15][CH2:16][CH2:17][CH3:18].N1C=CC=C[CH:40]=1.O=C(Cl)[O:47][C:48](Cl)(Cl)Cl.[CH3:53][N:54]([CH3:60])[CH2:55][CH2:56][NH:57][CH2:58][CH3:59]. (10) Given the product [Cl:1][C:2]1[C:3]([C:9](=[N:26][OH:27])[CH2:10][NH:11][C:12](=[O:23])[C:13]2[CH:18]=[CH:17][CH:16]=[CH:15][C:14]=2[C:19]([F:22])([F:21])[F:20])=[N:4][CH:5]=[C:6]([Cl:8])[CH:7]=1, predict the reactants needed to synthesize it. The reactants are: [Cl:1][C:2]1[C:3]([C:9](=O)[CH2:10][NH:11][C:12](=[O:23])[C:13]2[CH:18]=[CH:17][CH:16]=[CH:15][C:14]=2[C:19]([F:22])([F:21])[F:20])=[N:4][CH:5]=[C:6]([Cl:8])[CH:7]=1.Cl.[NH2:26][OH:27].